From a dataset of Reaction yield outcomes from USPTO patents with 853,638 reactions. Predict the reaction yield, written as a fraction of the theoretical maximum amount of product (1.0 means a 100% yield; for example, 0.34 means a 34% yield). (1) The reactants are [CH:1]1([C:4]2[CH:5]=[C:6]([NH:10][C:11]3[O:12][CH2:13][C:14]4[CH:20]=[C:19]([NH2:21])[CH:18]=[CH:17][C:15]=4[N:16]=3)[CH:7]=[CH:8][CH:9]=2)[CH2:3][CH2:2]1.[CH:22]([N:25]=[C:26]=[O:27])([CH3:24])[CH3:23]. No catalyst specified. The product is [CH:1]1([C:4]2[CH:5]=[C:6]([NH:10][C:11]3[O:12][CH2:13][C:14]4[CH:20]=[C:19]([NH:21][C:26]([NH:25][CH:22]([CH3:24])[CH3:23])=[O:27])[CH:18]=[CH:17][C:15]=4[N:16]=3)[CH:7]=[CH:8][CH:9]=2)[CH2:3][CH2:2]1. The yield is 0.510. (2) The reactants are C([O:8][N:9]1[C:15](=[O:16])[N:14]2[CH2:17][C@H:10]1[CH2:11][CH2:12][C@@H:13]2[C:18]([NH:20][NH:21][S:22]([CH3:25])(=[O:24])=[O:23])=[O:19])C1C=CC=CC=1.[H][H]. The catalyst is CO.[Pd]. The product is [OH:8][N:9]1[C:15](=[O:16])[N:14]2[CH2:17][C@H:10]1[CH2:11][CH2:12][C@@H:13]2[C:18]([NH:20][NH:21][S:22]([CH3:25])(=[O:24])=[O:23])=[O:19]. The yield is 0.990. (3) The reactants are [Cl:1][C:2]1[N:3]([C@@H:15]2[O:21][C@H:20]([CH2:22][OH:23])[C@@H:18]([OH:19])[C@H:16]2[OH:17])[C:4]2[C:9]([C:10]=1[C:11]#[N:12])=[CH:8][C:7]([Cl:13])=[C:6]([Cl:14])[CH:5]=2.[CH3:24][OH:25].O. The catalyst is CO.CN(C=O)C. The product is [Cl:1][C:2]1[N:3]([C@@H:15]2[O:21][C@H:20]([CH2:22][OH:23])[C@@H:18]([OH:19])[C@H:16]2[OH:17])[C:4]2[C:9]([C:10]=1[C:11](=[NH:12])[O:25][CH3:24])=[CH:8][C:7]([Cl:13])=[C:6]([Cl:14])[CH:5]=2. The yield is 0.580.